From a dataset of Catalyst prediction with 721,799 reactions and 888 catalyst types from USPTO. Predict which catalyst facilitates the given reaction. (1) Reactant: Cl.[CH:2]1[C:12]2[CH:11]=[CH:10][C:9]3[CH:13]=[CH:14][CH:15]=[CH:16][C:8]=3[C:7](=[C:17]3[CH2:22][CH2:21][N:20]([C:23](=[O:26])[CH2:24][NH2:25])[CH2:19][CH2:18]3)[C:6]=2[CH:5]=[CH:4][CH:3]=1.C(N(CC)CC)C.[N:34]1([C:40](Cl)=[O:41])[CH2:39][CH2:38][CH2:37][CH2:36][CH2:35]1. Product: [CH:13]1[C:9]2[CH:10]=[CH:11][C:12]3[CH:2]=[CH:3][CH:4]=[CH:5][C:6]=3[C:7](=[C:17]3[CH2:18][CH2:19][N:20]([C:23](=[O:26])[CH2:24][NH:25][C:40]([N:34]4[CH2:39][CH2:38][CH2:37][CH2:36][CH2:35]4)=[O:41])[CH2:21][CH2:22]3)[C:8]=2[CH:16]=[CH:15][CH:14]=1. The catalyst class is: 4. (2) Reactant: C(OC([N:8]1[CH2:12][CH2:11][C@H:10]([C@H:13]([O:19][C:20]2[CH:25]=[CH:24][C:23]([C:26]([F:29])([F:28])[F:27])=[CH:22][CH:21]=2)[CH2:14][S:15](Cl)(=[O:17])=[O:16])[CH2:9]1)=O)(C)(C)C.[CH3:30][NH2:31].[C:32]([OH:38])([C:34]([F:37])([F:36])[F:35])=[O:33]. Product: [CH3:30][NH:31][S:15]([CH2:14][C@H:13]([C@H:10]1[CH2:11][CH2:12][NH:8][CH2:9]1)[O:19][C:20]1[CH:25]=[CH:24][C:23]([C:26]([F:29])([F:28])[F:27])=[CH:22][CH:21]=1)(=[O:17])=[O:16].[C:32]([OH:38])([C:34]([F:37])([F:36])[F:35])=[O:33]. The catalyst class is: 2. (3) Reactant: [CH2:1]([O:8][C:9]1[CH:14]=[CH:13][NH:12][C:11](=[O:15])[CH:10]=1)[C:2]1[CH:7]=[CH:6][CH:5]=[CH:4][CH:3]=1.[CH3:16][C:17]1[CH:24]=[CH:23][C:20]([CH2:21]Br)=[CH:19][CH:18]=1.C(=O)([O-])[O-].[K+].[K+]. Product: [CH2:1]([O:8][C:9]1[CH:14]=[CH:13][N:12]([CH2:16][C:17]2[CH:24]=[CH:23][C:20]([CH3:21])=[CH:19][CH:18]=2)[C:11](=[O:15])[CH:10]=1)[C:2]1[CH:3]=[CH:4][CH:5]=[CH:6][CH:7]=1. The catalyst class is: 6.